Dataset: Full USPTO retrosynthesis dataset with 1.9M reactions from patents (1976-2016). Task: Predict the reactants needed to synthesize the given product. (1) Given the product [O:14]=[C:13]1[N:12]2[CH:15]=[CH:16][CH:17]=[CH:18][C:11]2=[N:10][C:9]([O:19][CH2:20][CH2:21][CH3:22])=[C:8]1[C:5]1[CH:6]=[CH:7][C:2]([NH:45][C@@H:46]2[CH2:50][CH2:49][N:48]([C:51]([O:53][C:54]([CH3:57])([CH3:56])[CH3:55])=[O:52])[CH2:47]2)=[CH:3][CH:4]=1, predict the reactants needed to synthesize it. The reactants are: Cl[C:2]1[CH:7]=[CH:6][C:5]([C:8]2[C:13](=[O:14])[N:12]3[CH:15]=[CH:16][CH:17]=[CH:18][C:11]3=[N:10][C:9]=2[O:19][CH2:20][CH2:21][CH3:22])=[CH:4][CH:3]=1.C(C1N=C2C=CC=CN2C(=O)C=1C1C=CC(Cl)=CC=1)CCC.[NH2:45][C@@H:46]1[CH2:50][CH2:49][N:48]([C:51]([O:53][C:54]([CH3:57])([CH3:56])[CH3:55])=[O:52])[CH2:47]1.NC1CCCN(C(OC(C)(C)C)=O)C1. (2) Given the product [F:11][C:8]1[CH:9]=[CH:10][C:2]([F:1])=[C:3]([CH3:12])[C:4]=1[C:5]([C:18]1[C:19]([O:23][CH3:24])=[C:20]([O:21][CH3:22])[C:15]([O:14][CH3:13])=[CH:16][C:17]=1[CH3:25])=[O:7], predict the reactants needed to synthesize it. The reactants are: [F:1][C:2]1[C:3]([CH3:12])=[C:4]([C:8]([F:11])=[CH:9][CH:10]=1)[C:5]([OH:7])=O.[CH3:13][O:14][C:15]1[CH:16]=[C:17]([CH3:25])[CH:18]=[C:19]([O:23][CH3:24])[C:20]=1[O:21][CH3:22].O=P12OP3(OP(OP(O3)(O1)=O)(=O)O2)=O.COC(OC)(OC)C1C=CC=CC=1. (3) Given the product [ClH:63].[OH:54][C@H:53]([CH2:52][OH:51])[CH2:55][N:45]1[CH2:44][CH2:43][C:42]2[CH:48]=[CH:49][C:39]([C:36]3[N:35]=[C:34]([C:31]4[CH:32]=[CH:33][C:26]([O:25][CH:23]([CH3:22])[CH3:24])=[C:27]([CH:30]=4)[C:28]#[N:29])[O:38][N:37]=3)=[C:40]([CH3:50])[C:41]=2[CH2:47][CH2:46]1, predict the reactants needed to synthesize it. The reactants are: C(O[BH-](OC(=O)C)OC(=O)C)(=O)C.[Na+].FC(F)(F)C(O)=O.[CH3:22][CH:23]([O:25][C:26]1[CH:33]=[CH:32][C:31]([C:34]2[O:38][N:37]=[C:36]([C:39]3[CH:49]=[CH:48][C:42]4[CH2:43][CH2:44][NH:45][CH2:46][CH2:47][C:41]=4[C:40]=3[CH3:50])[N:35]=2)=[CH:30][C:27]=1[C:28]#[N:29])[CH3:24].[O:51]=[CH:52][C@@H:53]([CH2:55]O)[OH:54].C(=O)([O-])O.[Na+].C(Cl)[Cl:63]. (4) The reactants are: [Cl:1][C:2]1[N:3]=[CH:4][CH:5]=[C:6]2[CH:10]=[CH:9][NH:8][C:7]=12.[I:11]N1C(=O)CCC1=O. Given the product [Cl:1][C:2]1[N:3]=[CH:4][CH:5]=[C:6]2[C:10]([I:11])=[CH:9][NH:8][C:7]=12, predict the reactants needed to synthesize it. (5) Given the product [C:23]([C:7]1[C:8]2[C:13](=[CH:12][CH:11]=[C:10]([O:16][C:17]3[CH:18]=[CH:19][CH:20]=[CH:21][CH:22]=3)[CH:9]=2)[C:14]([OH:15])=[C:5]([C:3]([NH:6][CH2:5][C@@H:14]([CH3:13])[C:25]([OH:31])=[O:26])=[O:4])[N:6]=1)#[N:24], predict the reactants needed to synthesize it. The reactants are: CO[C:3]([C:5]1[N:6]=[C:7]([C:23]#[N:24])[C:8]2[C:13]([C:14]=1[OH:15])=[CH:12][CH:11]=[C:10]([O:16][C:17]1[CH:22]=[CH:21][CH:20]=[CH:19][CH:18]=1)[CH:9]=2)=[O:4].[CH3:25][O-:26].[Na+].CO.Cl.[OH2:31]. (6) Given the product [CH:28]([N:31]1[CH2:32][CH2:33][N:34]([C:37](=[O:43])[CH2:38][CH2:39][CH2:40][C:41]#[C:42][C:2]2[CH:3]=[CH:4][N:5]3[C:10]=2[C:9](=[O:11])[N:8]([C:12]2[CH:17]=[CH:16][CH:15]=[CH:14][CH:13]=2)[C:7]([C@@H:18]([NH:20][C:21](=[O:27])[O:22][C:23]([CH3:26])([CH3:24])[CH3:25])[CH3:19])=[N:6]3)[CH2:35][CH2:36]1)([CH3:30])[CH3:29], predict the reactants needed to synthesize it. The reactants are: Br[C:2]1[CH:3]=[CH:4][N:5]2[C:10]=1[C:9](=[O:11])[N:8]([C:12]1[CH:17]=[CH:16][CH:15]=[CH:14][CH:13]=1)[C:7]([C@@H:18]([NH:20][C:21](=[O:27])[O:22][C:23]([CH3:26])([CH3:25])[CH3:24])[CH3:19])=[N:6]2.[CH:28]([N:31]1[CH2:36][CH2:35][N:34]([C:37](=[O:43])[CH2:38][CH2:39][CH2:40][C:41]#[CH:42])[CH2:33][CH2:32]1)([CH3:30])[CH3:29].